From a dataset of Reaction yield outcomes from USPTO patents with 853,638 reactions. Predict the reaction yield, written as a fraction of the theoretical maximum amount of product (1.0 means a 100% yield; for example, 0.34 means a 34% yield). The product is [CH2:11]([O:13][C:14]([C:15]1[CH:16]=[C:17]([C:6]2[CH:7]=[CH:8][C:3]([O:2][CH3:1])=[CH:4][CH:5]=2)[CH:18]=[CH:19][CH:20]=1)=[O:22])[CH3:12]. The reactants are [CH3:1][O:2][C:3]1[CH:8]=[CH:7][C:6]([Mg]Br)=[CH:5][CH:4]=1.[CH2:11]([O:13][C:14](=[O:22])[C:15]1[CH:20]=[CH:19][CH:18]=[C:17](Br)[CH:16]=1)[CH3:12]. The yield is 0.910. The catalyst is [Zn+2].[Br-].[Br-].